Task: Predict the reactants needed to synthesize the given product.. Dataset: Full USPTO retrosynthesis dataset with 1.9M reactions from patents (1976-2016) (1) Given the product [Cl:33][C:34]1[CH:68]=[CH:67][C:37]([C:38]([NH:40][C:41]2[CH:46]=[CH:45][C:44]([C:47]3[CH:55]=[C:54]4[C:50]([CH2:51][N:52]([CH:57]5[CH2:62][CH2:61][CH2:60][CH:59]([C:63]([OH:65])=[O:64])[CH2:58]5)[C:53]4=[O:56])=[CH:49][CH:48]=3)=[CH:43][CH:42]=2)=[O:39])=[CH:36][CH:35]=1, predict the reactants needed to synthesize it. The reactants are: C(NC1C=CC(C2C=C3C(CN([C@@H](C(C)C)C(O)=O)C3=O)=CC=2)=CC=1)(=O)C1C=CC=CC=1.[Cl:33][C:34]1[CH:68]=[CH:67][C:37]([C:38]([NH:40][C:41]2[CH:46]=[CH:45][C:44]([C:47]3[CH:55]=[C:54]4[C:50]([CH2:51][N:52]([CH:57]5[CH2:62][CH2:61][CH2:60][CH:59]([C:63]([O:65]C)=[O:64])[CH2:58]5)[C:53]4=[O:56])=[CH:49][CH:48]=3)=[CH:43][CH:42]=2)=[O:39])=[CH:36][CH:35]=1. (2) Given the product [F:9][C:7]1[CH:6]=[CH:5][N:4]=[C:3]([NH2:1])[N:8]=1.[F:2][C:3]1[N:8]=[C:7]([NH2:1])[CH:6]=[CH:5][N:4]=1, predict the reactants needed to synthesize it. The reactants are: [NH3:1].[F:2][C:3]1[N:8]=[C:7]([F:9])[CH:6]=[CH:5][N:4]=1.